This data is from Full USPTO retrosynthesis dataset with 1.9M reactions from patents (1976-2016). The task is: Predict the reactants needed to synthesize the given product. (1) Given the product [OH:29][C:28]1[C:27]2[C:22](=[CH:23][CH:24]=[CH:25][CH:26]=2)[N:21]([NH:30][CH2:31][CH:32]([CH3:33])[CH3:34])[C:20](=[O:35])[C:19]=1[C:14]1[NH:13][C:12]2[CH:36]=[CH:37][C:9]([OH:8])=[CH:10][C:11]=2[S:16](=[O:17])(=[O:18])[N:15]=1, predict the reactants needed to synthesize it. The reactants are: C([O:8][C:9]1[CH:37]=[CH:36][C:12]2[NH:13][C:14]([C:19]3[C:20](=[O:35])[N:21]([NH:30][CH2:31][CH:32]([CH3:34])[CH3:33])[C:22]4[C:27]([C:28]=3[OH:29])=[CH:26][CH:25]=[CH:24][CH:23]=4)=[N:15][S:16](=[O:18])(=[O:17])[C:11]=2[CH:10]=1)C1C=CC=CC=1.C([O-])=O.[NH4+]. (2) Given the product [CH2:12]([NH:10][C:7]1[CH:8]=[CH:9][C:4]([C:3]([O:2][CH3:1])=[O:11])=[CH:5][CH:6]=1)[CH2:13][CH2:14][CH3:15], predict the reactants needed to synthesize it. The reactants are: [CH3:1][O:2][C:3](=[O:11])[C:4]1[CH:9]=[CH:8][C:7]([NH2:10])=[CH:6][CH:5]=1.[CH:12](=O)[CH2:13][CH2:14][CH3:15]. (3) Given the product [ClH:1].[CH3:17][N:14]1[CH2:15][CH2:16][N:11]([S:8]([C:5]2[CH:4]=[CH:3][C:2]([C:27]3[C:26]4[C:30](=[CH:31][CH:32]=[C:24]([C:22]5[N:23]=[C:19]([CH3:18])[S:20][CH:21]=5)[CH:25]=4)[NH:29][C:28]=3[OH:33])=[N:7][CH:6]=2)(=[O:10])=[O:9])[CH2:12][CH2:13]1, predict the reactants needed to synthesize it. The reactants are: [Cl:1][C:2]1[N:7]=[CH:6][C:5]([S:8]([N:11]2[CH2:16][CH2:15][N:14]([CH3:17])[CH2:13][CH2:12]2)(=[O:10])=[O:9])=[CH:4][CH:3]=1.[CH3:18][C:19]1[S:20][CH:21]=[C:22]([C:24]2[CH:25]=[C:26]3[C:30](=[CH:31][CH:32]=2)[NH:29][C:28](=[O:33])[CH2:27]3)[N:23]=1. (4) Given the product [C:1]([O:5][C:6](=[O:21])[N:7]([C@@H:11]1[CH2:19][C:18]2[C:13](=[CH:14][CH:15]=[C:16]([N:45]([S:46]([C:41]3[CH:42]=[CH:43][C:38]([CH:35]([CH3:37])[CH3:36])=[CH:39][CH:40]=3)(=[O:48])=[O:47])[CH3:44])[CH:17]=2)[CH2:12]1)[CH2:8][CH2:9][CH3:10])([CH3:4])([CH3:3])[CH3:2], predict the reactants needed to synthesize it. The reactants are: [C:1]([O:5][C:6](=[O:21])[N:7]([C@@H:11]1[CH2:19][C:18]2[C:13](=[CH:14][CH:15]=[C:16](Br)[CH:17]=2)[CH2:12]1)[CH2:8][CH2:9][CH3:10])([CH3:4])([CH3:3])[CH3:2].C(P(C(C)(C)C)C(C)(C)C)(C)(C)C.[CH:35]([C:38]1[CH:43]=[CH:42][CH:41]=[CH:40][CH:39]=1)([CH3:37])[CH3:36].[CH3:44][NH:45][SH:46](=[O:48])=[O:47].C1C2C(=CC=CC=2)CC1. (5) Given the product [CH2:32]([O:31][C:29]([N:8]([CH2:9][C:10]1[N:15]=[C:14]([C:16]([O:18][CH2:19][CH3:20])=[O:17])[CH:13]=[CH:12][CH:11]=1)[CH2:7][C:6]([O:5][C:1]([CH3:4])([CH3:3])[CH3:2])=[O:21])=[O:30])[C:33]1[CH:38]=[CH:37][CH:36]=[CH:35][CH:34]=1, predict the reactants needed to synthesize it. The reactants are: [C:1]([O:5][C:6](=[O:21])[CH2:7][NH:8][CH2:9][C:10]1[N:15]=[C:14]([C:16]([O:18][CH2:19][CH3:20])=[O:17])[CH:13]=[CH:12][CH:11]=1)([CH3:4])([CH3:3])[CH3:2].O.C(=O)([O-])O.[Na+].Cl[C:29]([O:31][CH2:32][C:33]1[CH:38]=[CH:37][CH:36]=[CH:35][CH:34]=1)=[O:30]. (6) Given the product [CH:2]1([CH2:8][CH2:9][CH2:10][N:11]2[CH2:16][CH2:15][N:14]([C:17]3[CH:22]=[CH:21][C:20]([OH:23])=[C:19]([F:24])[CH:18]=3)[CH2:13][CH2:12]2)[CH2:7][CH2:6][CH2:5][CH2:4][CH2:3]1, predict the reactants needed to synthesize it. The reactants are: Cl.[CH:2]1([CH2:8][CH2:9][CH2:10][N:11]2[CH2:16][CH2:15][N:14]([C:17]3[CH:22]=[CH:21][C:20]([OH:23])=[C:19]([F:24])[CH:18]=3)[CH2:13][CH2:12]2)[CH2:7][CH2:6][CH2:5][CH2:4][CH2:3]1.C(=O)([O-])O.[Na+].[OH-].[Na+].